Dataset: Full USPTO retrosynthesis dataset with 1.9M reactions from patents (1976-2016). Task: Predict the reactants needed to synthesize the given product. Given the product [CH3:4][C:2]([C:5]1[C:10]([C:11]2[CH:16]=[C:15]([O:17][CH3:18])[CH:14]=[CH:13][C:12]=2[F:19])=[CH:9][C:8]([CH2:20][O:21][C:22]2[CH:23]=[CH:24][C:25]([C@H:28](/[CH:34]=[CH:35]\[CH2:36][CH3:37])[CH2:29][C:30]([OH:32])=[O:31])=[CH:26][CH:27]=2)=[CH:7][CH:6]=1)([CH3:1])[CH3:3], predict the reactants needed to synthesize it. The reactants are: [CH3:1][C:2]([C:5]1[C:10]([C:11]2[CH:16]=[C:15]([O:17][CH3:18])[CH:14]=[CH:13][C:12]=2[F:19])=[CH:9][C:8]([CH2:20][O:21][C:22]2[CH:27]=[CH:26][C:25]([C@H:28](/[CH:34]=[CH:35]\[CH2:36][CH3:37])[CH2:29][C:30]([O:32]C)=[O:31])=[CH:24][CH:23]=2)=[CH:7][CH:6]=1)([CH3:4])[CH3:3].C1COCC1.CCO.[OH-].[Na+].